From a dataset of Full USPTO retrosynthesis dataset with 1.9M reactions from patents (1976-2016). Predict the reactants needed to synthesize the given product. (1) Given the product [Cl:14][C:6]1[CH:7]=[C:8]([N+:11]([O-:13])=[O:12])[CH:9]=[CH:10][C:5]=1[O:4][CH2:3][CH2:2][N:19]1[CH2:20][CH2:21][CH:16]([CH3:15])[CH2:17][CH2:18]1, predict the reactants needed to synthesize it. The reactants are: Br[CH2:2][CH2:3][O:4][C:5]1[CH:10]=[CH:9][C:8]([N+:11]([O-:13])=[O:12])=[CH:7][C:6]=1[Cl:14].[CH3:15][CH:16]1[CH2:21][CH2:20][NH:19][CH2:18][CH2:17]1. (2) Given the product [CH3:2][O:3][CH:4]([O:10][CH3:11])[C:5]([CH3:9])=[CH:6][CH2:7][Cl:8], predict the reactants needed to synthesize it. The reactants are: [Cl-].[CH3:2][O:3][CH:4]([O:10][CH3:11])[C:5]([CH3:9])=[CH:6][CH2:7][Cl:8].